From a dataset of Reaction yield outcomes from USPTO patents with 853,638 reactions. Predict the reaction yield, written as a fraction of the theoretical maximum amount of product (1.0 means a 100% yield; for example, 0.34 means a 34% yield). (1) The product is [CH3:29][O:30][CH2:2][C:3]1[CH:28]=[CH:27][C:6]([C:7]([NH:9][C:10]2[S:11][C:12]3[C:18]([N:19]4[CH2:24][CH2:23][O:22][CH2:21][CH2:20]4)=[CH:17][CH:16]=[C:15]([O:25][CH3:26])[C:13]=3[N:14]=2)=[O:8])=[CH:5][CH:4]=1. The reactants are Cl[CH2:2][C:3]1[CH:28]=[CH:27][C:6]([C:7]([NH:9][C:10]2[S:11][C:12]3[C:18]([N:19]4[CH2:24][CH2:23][O:22][CH2:21][CH2:20]4)=[CH:17][CH:16]=[C:15]([O:25][CH3:26])[C:13]=3[N:14]=2)=[O:8])=[CH:5][CH:4]=1.[CH3:29][O-:30].[Na+]. The yield is 0.410. The catalyst is C1COCC1. (2) The reactants are [F:1][C:2]1[CH:7]=[CH:6][C:5]([C:8]2[N:9]=[CH:10][NH:11][CH:12]=2)=[CH:4][CH:3]=1.[H-].[Na+].[CH3:15][Si:16]([CH2:19][CH2:20][O:21][CH2:22]Cl)([CH3:18])[CH3:17]. No catalyst specified. The product is [F:1][C:2]1[CH:3]=[CH:4][C:5]([C:8]2[N:9]=[CH:10][N:11]([CH2:22][O:21][CH2:20][CH2:19][Si:16]([CH3:18])([CH3:17])[CH3:15])[CH:12]=2)=[CH:6][CH:7]=1. The yield is 0.670. (3) The reactants are [NH2:1][C:2]1[CH:3]=[C:4]([CH:21]=[CH:22][C:23]=1Cl)[O:5][C:6]1[CH:7]=[CH:8][C:9]2[N:10]([CH:12]=[C:13]([NH:15][C:16]([CH:18]3[CH2:20][CH2:19]3)=[O:17])[N:14]=2)[N:11]=1.[F:25][C:26]([F:37])([F:36])[C:27]1[CH:28]=[C:29]([CH:33]=[CH:34][N:35]=1)[C:30](O)=[O:31].ON1C2C=CC=CC=2N=N1.Cl.C(N=C=NCCCN(C)C)C. The catalyst is CN(C)C=O. The product is [CH:18]1([C:16]([NH:15][C:13]2[N:14]=[C:9]3[CH:8]=[CH:7][C:6]([O:5][C:4]4[CH:3]=[C:2]([NH:1][C:30](=[O:31])[C:29]5[CH:33]=[CH:34][N:35]=[C:27]([C:26]([F:37])([F:25])[F:36])[CH:28]=5)[CH:23]=[CH:22][CH:21]=4)=[N:11][N:10]3[CH:12]=2)=[O:17])[CH2:20][CH2:19]1. The yield is 0.710.